From a dataset of Peptide-MHC class II binding affinity with 134,281 pairs from IEDB. Regression. Given a peptide amino acid sequence and an MHC pseudo amino acid sequence, predict their binding affinity value. This is MHC class II binding data. The peptide sequence is GKQWQGIRMLDLATYT. The MHC is DRB1_0701 with pseudo-sequence DRB1_0701. The binding affinity (normalized) is 0.142.